From a dataset of Forward reaction prediction with 1.9M reactions from USPTO patents (1976-2016). Predict the product of the given reaction. (1) Given the reactants [OH-:1].[K+].[NH2:3][C:4]1[N:9]=[C:8]([CH3:10])[C:7]([CH2:11][C:12]2[CH:17]=[CH:16][C:15]([CH2:18][C:19]#N)=[CH:14][C:13]=2[F:21])=[C:6]([NH:22][CH2:23][CH2:24][CH2:25][CH2:26][CH3:27])[N:5]=1.C[OH:29], predict the reaction product. The product is: [NH2:3][C:4]1[N:9]=[C:8]([CH3:10])[C:7]([CH2:11][C:12]2[CH:17]=[CH:16][C:15]([CH2:18][C:19]([OH:29])=[O:1])=[CH:14][C:13]=2[F:21])=[C:6]([NH:22][CH2:23][CH2:24][CH2:25][CH2:26][CH3:27])[N:5]=1. (2) The product is: [ClH:20].[CH3:30][O:31][CH:32]1[CH2:37][CH2:36][CH2:35][N:34]([CH2:19][CH2:18][O:17][C:14]2[CH:15]=[C:16]3[C:11](=[CH:12][CH:13]=2)[O:10][C:9]([C:21]2[N:26]=[CH:25][N:24]4[CH:27]=[CH:28][CH:29]=[C:23]4[CH:22]=2)=[CH:8][C:7]3=[N:6][OH:5])[CH2:33]1. Given the reactants C([O:5][N:6]=[C:7]1[C:16]2[C:11](=[CH:12][CH:13]=[C:14]([O:17][CH2:18][CH2:19][Cl:20])[CH:15]=2)[O:10][C:9]([C:21]2[N:26]=[CH:25][N:24]3[CH:27]=[CH:28][CH:29]=[C:23]3[CH:22]=2)=[CH:8]1)(C)(C)C.[CH3:30][O:31][CH:32]1[CH2:37][CH2:36][CH2:35][NH:34][CH2:33]1, predict the reaction product. (3) Given the reactants CN(C(ON1N=NC2C=CC=NC1=2)=[N+](C)C)C.F[P-](F)(F)(F)(F)F.[CH3:25][O:26][C:27]([NH:29][C@@H:30]([CH:34]([CH3:36])[CH3:35])[C:31](O)=[O:32])=[O:28].[Br:37][C:38]1[CH:43]=[CH:42][C:41]([C:44]2[NH:45][C:46]([C@@H:49]3[CH2:53][CH2:52][CH2:51][NH:50]3)=[CH:47][N:48]=2)=[CH:40][CH:39]=1, predict the reaction product. The product is: [Br:37][C:38]1[CH:39]=[CH:40][C:41]([C:44]2[NH:45][C:46]([C@@H:49]3[CH2:53][CH2:52][CH2:51][N:50]3[C:31](=[O:32])[C@@H:30]([NH:29][C:27](=[O:28])[O:26][CH3:25])[CH:34]([CH3:36])[CH3:35])=[CH:47][N:48]=2)=[CH:42][CH:43]=1. (4) The product is: [NH2:1][C:2]1[N:7]([CH3:8])[C:6](=[O:9])[N:5]([CH3:10])[C:4](=[O:11])[C:3]=1[C:14]([S:16][CH3:21])=[S:15]. Given the reactants [NH2:1][C:2]1[N:7]([CH3:8])[C:6](=[O:9])[N:5]([CH3:10])[C:4](=[O:11])[CH:3]=1.[OH-].[Na+].[C:14](=[S:16])=[S:15].S(OC)(O[CH3:21])(=O)=O, predict the reaction product. (5) The product is: [F:1][C:2]1[CH:3]=[C:4]([CH:8]([OH:25])[CH2:9][O:10][C:11]2[CH:24]=[CH:23][C:14]([CH2:15][CH:16]3[S:20][C:19](=[O:21])[NH:18][C:17]3=[O:22])=[CH:13][CH:12]=2)[CH:5]=[CH:6][CH:7]=1. Given the reactants [F:1][C:2]1[CH:3]=[C:4]([CH:8]([OH:25])[CH2:9][O:10][C:11]2[CH:24]=[CH:23][C:14]([CH:15]=[C:16]3[S:20][C:19](=[O:21])[NH:18][C:17]3=[O:22])=[CH:13][CH:12]=2)[CH:5]=[CH:6][CH:7]=1.N1C=CC=CC=1C1C=CC=CN=1.[BH4-].[Na+].CC(O)=O, predict the reaction product. (6) Given the reactants [CH3:1][O:2][C:3]1[CH:8]=[N:7][NH:6][C:5](=[O:9])[N:4]=1.[C:10]([NH:13][C:14]1[CH:15]=[C:16](B(O)O)[CH:17]=[CH:18][CH:19]=1)(=[O:12])[CH3:11].N1C=CC=CC=1, predict the reaction product. The product is: [CH3:1][O:2][C:3]1[CH:8]=[N:7][N:6]([C:18]2[CH:19]=[C:14]([NH:13][C:10](=[O:12])[CH3:11])[CH:15]=[CH:16][CH:17]=2)[C:5](=[O:9])[N:4]=1. (7) Given the reactants FC(F)(F)C1C=C2C(=CC=1)[N:8](CC1C=CC=C(F)C=1)C(C(O)=O)=C2.[CH:25]1([N:31]=[C:32]=[N:33][CH:34]2[CH2:39][CH2:38]CC[CH2:35]2)[CH2:30][CH2:29][CH2:28]CC1.O.ON1C2C=CC=CC=2N=N1, predict the reaction product. The product is: [CH3:35][C:34]1[N:33]=[C:32]2[CH:28]=[C:29]([NH2:8])[CH:30]=[CH:25][N:31]2[C:39]=1[CH3:38]. (8) Given the reactants [Br:1][C:2]1[C:7]([OH:8])=[CH:6][CH:5]=[CH:4][N:3]=1.[CH3:9][O-].[Na+].CI, predict the reaction product. The product is: [Br:1][C:2]1[C:7]([O:8][CH3:9])=[CH:6][CH:5]=[CH:4][N:3]=1.